This data is from Forward reaction prediction with 1.9M reactions from USPTO patents (1976-2016). The task is: Predict the product of the given reaction. (1) Given the reactants Br[C:2]1[N:6]2[N:7]=[C:8]([Cl:11])[CH:9]=[CH:10][C:5]2=[N:4][CH:3]=1.[CH3:12][O:13][C:14]1[C:19](B(O)O)=[CH:18][CH:17]=[CH:16][N:15]=1.C(=O)([O-])[O-].[Cs+].[Cs+].ClCCl, predict the reaction product. The product is: [Cl:11][C:8]1[CH:9]=[CH:10][C:5]2[N:6]([C:2]([C:19]3[C:14]([O:13][CH3:12])=[N:15][CH:16]=[CH:17][CH:18]=3)=[CH:3][N:4]=2)[N:7]=1. (2) Given the reactants [CH2:1]([O:8][CH:9]1[CH2:12][C:11]([CH2:35][C:36]#[N:37])([N:13]2[CH:17]=[C:16]([C:18]3[C:19]4[CH:26]=[CH:25][N:24](COCC[Si](C)(C)C)[C:20]=4[N:21]=[CH:22][N:23]=3)[CH:15]=[N:14]2)[CH2:10]1)[C:2]1[CH:7]=[CH:6][CH:5]=[CH:4][CH:3]=1.FC(F)(F)C(O)=O.C(N)CN, predict the reaction product. The product is: [CH2:1]([O:8][CH:9]1[CH2:12][C:11]([CH2:35][C:36]#[N:37])([N:13]2[CH:17]=[C:16]([C:18]3[C:19]4[CH:26]=[CH:25][NH:24][C:20]=4[N:21]=[CH:22][N:23]=3)[CH:15]=[N:14]2)[CH2:10]1)[C:2]1[CH:3]=[CH:4][CH:5]=[CH:6][CH:7]=1. (3) Given the reactants [CH2:1]([C:5]1[N:6]=[C:7]([CH3:27])[NH:8][C:9](=[O:26])[C:10]=1[CH2:11][C:12]1[CH:17]=[CH:16][C:15]([C:18]2[C:19]([C:24]#[N:25])=[CH:20][CH:21]=[CH:22][CH:23]=2)=[CH:14][CH:13]=1)[CH2:2][CH2:3][CH3:4].[Cl:28][C:29]1[CH:30]=[C:31](B(O)O)[CH:32]=[CH:33][CH:34]=1.C(N(CC)CC)C.N1C=CC=CC=1, predict the reaction product. The product is: [CH2:1]([C:5]1[N:6]=[C:7]([CH3:27])[N:8]([C:33]2[CH:32]=[CH:31][CH:30]=[C:29]([Cl:28])[CH:34]=2)[C:9](=[O:26])[C:10]=1[CH2:11][C:12]1[CH:17]=[CH:16][C:15]([C:18]2[C:19]([C:24]#[N:25])=[CH:20][CH:21]=[CH:22][CH:23]=2)=[CH:14][CH:13]=1)[CH2:2][CH2:3][CH3:4]. (4) Given the reactants [Br:1][C:2]1[CH:3]=[C:4]2[C:42](=[CH:43][CH:44]=1)[C:7]1=[CH:8][C:9]3[C:10]([C:32]4[CH:41]=[CH:40][C:39]5[C:34](=[CH:35][CH:36]=[CH:37][CH:38]=5)[CH:33]=4)(O)[C:11]4[CH:12]=[CH:13][CH:14]=[CH:15][C:16]=4[C:17]([C:21]4[CH:30]=[CH:29][C:28]5[C:23](=[CH:24][CH:25]=[CH:26][CH:27]=5)[CH:22]=4)(O)[C:18]=3[CH:19]=[C:6]1[C:5]2([CH3:46])[CH3:45].[I-].[K+].[PH2]([O-])=O.[Na+], predict the reaction product. The product is: [Br:1][C:2]1[CH:3]=[C:4]2[C:42](=[CH:43][CH:44]=1)[C:7]1=[CH:8][C:9]3[C:10]([C:32]4[CH:41]=[CH:40][C:39]5[C:34](=[CH:35][CH:36]=[CH:37][CH:38]=5)[CH:33]=4)=[C:11]4[C:16](=[C:17]([C:21]5[CH:30]=[CH:29][C:28]6[C:23](=[CH:24][CH:25]=[CH:26][CH:27]=6)[CH:22]=5)[C:18]=3[CH:19]=[C:6]1[C:5]2([CH3:46])[CH3:45])[CH:15]=[CH:14][CH:13]=[CH:12]4.